This data is from Catalyst prediction with 721,799 reactions and 888 catalyst types from USPTO. The task is: Predict which catalyst facilitates the given reaction. (1) Reactant: [CH:1]1([N:4]([CH2:15][CH3:16])[CH2:5][C:6]2[CH:11]=[CH:10][C:9]([C:12]#[CH:13])=[CH:8][C:7]=2[CH3:14])[CH2:3][CH2:2]1.[CH2:17]([O:19][C:20](=[O:28])[C:21]1[CH:26]=[CH:25][C:24](I)=[CH:23][CH:22]=1)[CH3:18]. Product: [CH:1]1([N:4]([CH2:5][C:6]2[CH:11]=[CH:10][C:9]([C:12]#[C:13][C:24]3[CH:25]=[CH:26][C:21]([C:20]([O:19][CH2:17][CH3:18])=[O:28])=[CH:22][CH:23]=3)=[CH:8][C:7]=2[CH3:14])[CH2:15][CH3:16])[CH2:3][CH2:2]1. The catalyst class is: 337. (2) Reactant: [CH2:1]1[C:10]2[C:5](=[CH:6][CH:7]=[CH:8][CH:9]=2)[CH2:4][CH2:3][N:2]1[C:11]1[C:20]2[C:15](=[CH:16][CH:17]=[C:18]([C:21]3[CH:22]=[C:23]4[N:29]=[C:28]([CH3:30])[N:27](COCC[Si](C)(C)C)[C:24]4=[N:25][CH:26]=3)[CH:19]=2)[N:14]=[CH:13][N:12]=1.FC(F)(F)C(O)=O. Product: [CH2:1]1[C:10]2[C:5](=[CH:6][CH:7]=[CH:8][CH:9]=2)[CH2:4][CH2:3][N:2]1[C:11]1[C:20]2[C:15](=[CH:16][CH:17]=[C:18]([C:21]3[CH:22]=[C:23]4[N:29]=[C:28]([CH3:30])[NH:27][C:24]4=[N:25][CH:26]=3)[CH:19]=2)[N:14]=[CH:13][N:12]=1. The catalyst class is: 4. (3) Reactant: Br[C:2]1[C:3]([F:14])=[C:4]2[C:8](=[CH:9][C:10]=1[F:11])[NH:7][CH:6]=[C:5]2[CH:12]=[O:13].C(=O)([O-])[O-].[K+].[K+].CC1(C)COB([C:28]2[CH:38]=[CH:37][C:31]([O:32][CH2:33][CH2:34][CH2:35][OH:36])=[CH:30][CH:29]=2)OC1. Product: [F:14][C:3]1[C:2]([C:28]2[CH:38]=[CH:37][C:31]([O:32][CH2:33][CH2:34][CH2:35][OH:36])=[CH:30][CH:29]=2)=[C:10]([F:11])[CH:9]=[C:8]2[C:4]=1[C:5]([CH:12]=[O:13])=[CH:6][NH:7]2. The catalyst class is: 140. (4) Reactant: [N:1]12[CH2:8][CH2:7][CH:4]([CH2:5][CH2:6]1)[C@@H:3]([O:9][C:10](=[O:25])[C@@H:11]([C:19]1[CH:24]=[CH:23][CH:22]=[CH:21][CH:20]=1)[NH:12][C:13]1[CH:18]=[CH:17][CH:16]=[CH:15][CH:14]=1)[CH2:2]2.[Br:26][CH2:27][C:28]([C:30]1[CH:35]=[CH:34][C:33]([F:36])=[CH:32][C:31]=1[F:37])=[O:29]. Product: [Br-:26].[F:37][C:31]1[CH:32]=[C:33]([F:36])[CH:34]=[CH:35][C:30]=1[C:28](=[O:29])[CH2:27][N+:1]12[CH2:6][CH2:5][CH:4]([CH2:7][CH2:8]1)[C@@H:3]([O:9][C:10](=[O:25])[CH:11]([C:19]1[CH:24]=[CH:23][CH:22]=[CH:21][CH:20]=1)[NH:12][C:13]1[CH:18]=[CH:17][CH:16]=[CH:15][CH:14]=1)[CH2:2]2. The catalyst class is: 10. (5) Reactant: [Br:1][C:2]1[CH:26]=[CH:25][C:5]2[N:6]=[C:7]([NH:15][C:16]3[C:21]([F:22])=[CH:20][C:19]([F:23])=[CH:18][C:17]=3[F:24])[C:8]3[C:13]([C:4]=2[CH:3]=1)=[C:12](Cl)[N:11]=[CH:10][CH:9]=3.Cl.C([O-])(O)=[O:29].[Na+]. Product: [Br:1][C:2]1[CH:26]=[CH:25][C:5]2[N:6]=[C:7]([NH:15][C:16]3[C:21]([F:22])=[CH:20][C:19]([F:23])=[CH:18][C:17]=3[F:24])[C:8]3[CH:9]=[CH:10][NH:11][C:12](=[O:29])[C:13]=3[C:4]=2[CH:3]=1. The catalyst class is: 1.